This data is from Reaction yield outcomes from USPTO patents with 853,638 reactions. The task is: Predict the reaction yield, written as a fraction of the theoretical maximum amount of product (1.0 means a 100% yield; for example, 0.34 means a 34% yield). (1) The reactants are [C:1]([C:5]1[CH:10]=[CH:9][CH:8]=[C:7]([C:11]([CH3:14])([CH3:13])[CH3:12])[CH:6]=1)([CH3:4])([CH3:3])[CH3:2].[CH:15]1([CH2:21][CH2:22][C:23](Cl)=[O:24])[CH2:20][CH2:19][CH2:18][CH2:17][CH2:16]1.[Al+3].[Cl-].[Cl-].[Cl-].Cl. The catalyst is C(Cl)Cl. The product is [CH:15]1([CH2:21][CH2:22][C:23]([C:9]2[CH:10]=[C:5]([C:1]([CH3:4])([CH3:3])[CH3:2])[CH:6]=[C:7]([C:11]([CH3:14])([CH3:13])[CH3:12])[CH:8]=2)=[O:24])[CH2:20][CH2:19][CH2:18][CH2:17][CH2:16]1. The yield is 0.300. (2) The reactants are C([O:3][C:4](=O)[C:5]([N:8]1[CH2:13][CH2:12][CH:11]([C:14]2[CH:36]=[CH:35][C:17]3[C:18]4[N:22]([CH2:23][CH2:24][O:25][C:16]=3[CH:15]=2)[CH:21]=[C:20]([C:26]2[N:27]([CH:32]([CH3:34])[CH3:33])[N:28]=[C:29]([CH3:31])[N:30]=2)[N:19]=4)[CH2:10][CH2:9]1)([CH3:7])[CH3:6])C.[H-].[Al+3].[Li+].[H-].[H-].[H-]. The catalyst is C1COCC1. The product is [CH:32]([N:27]1[C:26]([C:20]2[N:19]=[C:18]3[C:17]4[CH:35]=[CH:36][C:14]([CH:11]5[CH2:10][CH2:9][N:8]([C:5]([CH3:7])([CH3:6])[CH2:4][OH:3])[CH2:13][CH2:12]5)=[CH:15][C:16]=4[O:25][CH2:24][CH2:23][N:22]3[CH:21]=2)=[N:30][C:29]([CH3:31])=[N:28]1)([CH3:34])[CH3:33]. The yield is 0.470. (3) The reactants are [CH3:1][O:2][C:3]1[N:8]=[CH:7][C:6](B(O)O)=[CH:5][CH:4]=1.Br[C:13]1[CH:18]=[CH:17][CH:16]=[CH:15][N:14]=1.C(=O)([O-])[O-].[K+].[K+].COCCOC. The catalyst is C([O-])(=O)C.[Pd+2].C([O-])(=O)C.C1(P(C2C=CC=CC=2)C2C=CC=CC=2)C=CC=CC=1.C(OCC)(=O)C.O. The product is [CH3:1][O:2][C:3]1[CH:4]=[CH:5][C:6]([C:13]2[CH:18]=[CH:17][CH:16]=[CH:15][N:14]=2)=[CH:7][N:8]=1. The yield is 0.870. (4) The reactants are [CH2:1]([OH:13])[CH2:2][O:3][CH2:4][CH2:5][O:6][CH2:7][CH2:8][O:9][CH2:10][CH2:11][OH:12].[CH3:14][C:15]([Si:18](Cl)([CH3:20])[CH3:19])([CH3:17])[CH3:16].C(N(CC)CC)C. The catalyst is ClCCl. The product is [C:15]([Si:18]([CH3:20])([CH3:19])[O:12][CH2:11][CH2:10][O:9][CH2:8][CH2:7][O:6][CH2:5][CH2:4][O:3][CH2:2][CH2:1][OH:13])([CH3:17])([CH3:16])[CH3:14]. The yield is 0.420. (5) The reactants are [NH:1]1[CH2:6][CH2:5][CH:4]([O:7][C:8]2[S:9][C:10]3[CH:16]=[C:15]([C:17]4[CH2:22][CH2:21][N:20]([C:23]([O:25][C:26]([CH3:29])([CH3:28])[CH3:27])=[O:24])[CH2:19][CH:18]=4)[CH:14]=[CH:13][C:11]=3[N:12]=2)[CH2:3][CH2:2]1.Br[C:31]1[CH:36]=[N:35][C:34]([CH3:37])=[CH:33][N:32]=1.C(O[Na])(C)(C)C. The catalyst is C1(C)C=CC=CC=1.O.C1C=CC(/C=C/C(/C=C/C2C=CC=CC=2)=O)=CC=1.C1C=CC(/C=C/C(/C=C/C2C=CC=CC=2)=O)=CC=1.C1C=CC(/C=C/C(/C=C/C2C=CC=CC=2)=O)=CC=1.[Pd].[Pd].C1C=CC(P(C2C(C3C(P(C4C=CC=CC=4)C4C=CC=CC=4)=CC=C4C=3C=CC=C4)=C3C(C=CC=C3)=CC=2)C2C=CC=CC=2)=CC=1. The product is [CH3:37][C:34]1[N:35]=[CH:36][C:31]([N:1]2[CH2:6][CH2:5][CH:4]([O:7][C:8]3[S:9][C:10]4[CH:16]=[C:15]([C:17]5[CH2:22][CH2:21][N:20]([C:23]([O:25][C:26]([CH3:29])([CH3:28])[CH3:27])=[O:24])[CH2:19][CH:18]=5)[CH:14]=[CH:13][C:11]=4[N:12]=3)[CH2:3][CH2:2]2)=[N:32][CH:33]=1. The yield is 0.590.